From a dataset of Reaction yield outcomes from USPTO patents with 853,638 reactions. Predict the reaction yield, written as a fraction of the theoretical maximum amount of product (1.0 means a 100% yield; for example, 0.34 means a 34% yield). (1) The reactants are [CH:1]([N:4]1[C:9]2=[N:10][C:11]([S:14][CH3:15])=[N:12][CH:13]=[C:8]2[CH2:7][N:6]([C:16]2[CH:17]=[C:18]([CH:21]=[C:22]([N+:24]([O-])=O)[CH:23]=2)[C:19]#[N:20])[C:5]1=[O:27])([CH3:3])[CH3:2].Cl. The catalyst is CO.[Fe]. The product is [NH2:24][C:22]1[CH:21]=[C:18]([CH:17]=[C:16]([N:6]2[CH2:7][C:8]3[C:9](=[N:10][C:11]([S:14][CH3:15])=[N:12][CH:13]=3)[N:4]([CH:1]([CH3:2])[CH3:3])[C:5]2=[O:27])[CH:23]=1)[C:19]#[N:20]. The yield is 0.250. (2) The catalyst is ClCCl. The product is [CH:20]1([C:23]([N:4]2[CH2:5][CH2:6][N:1]([C:7]([O:9][C:10]([CH3:13])([CH3:12])[CH3:11])=[O:8])[CH2:2][CH2:3]2)=[O:24])[CH2:22][CH2:21]1. The yield is 0.730. The reactants are [N:1]1([C:7]([O:9][C:10]([CH3:13])([CH3:12])[CH3:11])=[O:8])[CH2:6][CH2:5][NH:4][CH2:3][CH2:2]1.C(=O)([O-])[O-].[K+].[K+].[CH:20]1([C:23](Cl)=[O:24])[CH2:22][CH2:21]1.